This data is from TCR-epitope binding with 47,182 pairs between 192 epitopes and 23,139 TCRs. The task is: Binary Classification. Given a T-cell receptor sequence (or CDR3 region) and an epitope sequence, predict whether binding occurs between them. (1) The epitope is RPPIFIRRL. The TCR CDR3 sequence is CASGQENTGELFF. Result: 0 (the TCR does not bind to the epitope). (2) The epitope is KRWIILGLNK. The TCR CDR3 sequence is CASSLRGGNTDTQYF. Result: 1 (the TCR binds to the epitope). (3) The epitope is KMQRMLLEK. The TCR CDR3 sequence is CASSPLSFGGGQETQYF. Result: 0 (the TCR does not bind to the epitope). (4) The epitope is TLVPQEHYV. The TCR CDR3 sequence is CASSTGYEQYF. Result: 1 (the TCR binds to the epitope). (5) The epitope is EEHVQIHTI. The TCR CDR3 sequence is CASSYSGSLYEQYF. Result: 1 (the TCR binds to the epitope). (6) The epitope is IQYIDIGNY. The TCR CDR3 sequence is CASSQGARVQETQYF. Result: 0 (the TCR does not bind to the epitope).